From a dataset of Full USPTO retrosynthesis dataset with 1.9M reactions from patents (1976-2016). Predict the reactants needed to synthesize the given product. (1) Given the product [CH3:20][C:19]1[N:22]=[C:12]([C:11]2[CH:10]=[CH:9][C:8]([C:6]([NH:5][CH2:4][CH2:3][C:2]([F:1])([F:18])[F:17])=[O:7])=[CH:16][CH:15]=2)[O:14][N:21]=1, predict the reactants needed to synthesize it. The reactants are: [F:1][C:2]([F:18])([F:17])[CH2:3][CH2:4][NH:5][C:6]([C:8]1[CH:16]=[CH:15][C:11]([C:12]([OH:14])=O)=[CH:10][CH:9]=1)=[O:7].[C:19](=[N:22]O)([NH2:21])[CH3:20].C(P1(=O)OP(CCC)(=O)OP(CCC)(=O)O1)CC.CCN(C(C)C)C(C)C. (2) The reactants are: [NH2:1][CH2:2][C@H:3]1[N:8]([C:9]([C:11]2[N:12]=[C:13]([CH3:23])[S:14][C:15]=2[C:16]2[CH:17]=[C:18]([CH3:22])[CH:19]=[CH:20][CH:21]=2)=[O:10])[CH2:7][C@@H:6]2[C@H:4]1[CH2:5]2.[Br:24][C:25]1[S:26][C:27]([C:31](O)=[O:32])=[C:28]([CH3:30])[N:29]=1. Given the product [CH3:23][C:13]1[S:14][C:15]([C:16]2[CH:17]=[C:18]([CH3:22])[CH:19]=[CH:20][CH:21]=2)=[C:11]([C:9]([N:8]2[CH2:7][C@@H:6]3[C@@H:4]([CH2:5]3)[C@H:3]2[CH2:2][NH:1][C:31]([C:27]2[S:26][C:25]([Br:24])=[N:29][C:28]=2[CH3:30])=[O:32])=[O:10])[N:12]=1, predict the reactants needed to synthesize it. (3) Given the product [Cl:6][C:7]1[CH:8]=[C:9]([N:15]2[C:19]([CH3:20])=[C:18]([CH2:21][C:22]3[CH:27]=[CH:26][C:25]([C:28]([NH:29][CH2:30][C:31]([OH:34])([CH3:33])[CH3:32])=[O:35])=[CH:24][CH:23]=3)[C:17]([CH2:36][OH:37])=[N:16]2)[CH:10]=[CH:11][C:12]=1[C:13]#[N:14], predict the reactants needed to synthesize it. The reactants are: [BH4-].[Na+].[Cl-].[Ca+2].[Cl-].[Cl:6][C:7]1[CH:8]=[C:9]([N:15]2[C:19]([CH3:20])=[C:18]([CH2:21][C:22]3[CH:27]=[CH:26][C:25]([C:28](=[O:35])[NH:29][CH2:30][C:31]([OH:34])([CH3:33])[CH3:32])=[CH:24][CH:23]=3)[C:17]([C:36](OCC)=[O:37])=[N:16]2)[CH:10]=[CH:11][C:12]=1[C:13]#[N:14].C(O)(=O)CC(CC(O)=O)(C(O)=O)O. (4) Given the product [Cl:21][CH2:22][CH2:23][O:24][C:25]([NH:1][C:2]1[CH:3]=[CH:4][C:5]([CH:8]([CH3:20])[C:9]([NH:11][C:12]2[N:13]([C:25]([O:24][CH2:23][CH2:22][Cl:21])=[O:26])[N:14]=[C:15]([CH:17]3[CH2:19][CH2:18]3)[CH:16]=2)=[O:10])=[CH:6][CH:7]=1)=[O:26], predict the reactants needed to synthesize it. The reactants are: [NH2:1][C:2]1[CH:7]=[CH:6][C:5]([CH:8]([CH3:20])[C:9]([NH:11][C:12]2[CH:16]=[C:15]([CH:17]3[CH2:19][CH2:18]3)[NH:14][N:13]=2)=[O:10])=[CH:4][CH:3]=1.[Cl:21][CH2:22][CH2:23][O:24][C:25](Cl)=[O:26]. (5) Given the product [Br:1][C:2]1[CH:9]=[CH:8][C:5]([C:6]#[N:7])=[CH:4][C:3]=1[CH:10]=[O:15], predict the reactants needed to synthesize it. The reactants are: [Br:1][C:2]1[CH:9]=[CH:8][C:5]([C:6]#[N:7])=[CH:4][C:3]=1[CH:10](Br)Br.CC[OH:15].